From a dataset of Forward reaction prediction with 1.9M reactions from USPTO patents (1976-2016). Predict the product of the given reaction. (1) Given the reactants [CH3:1][C:2]1[C:3]([N:9]2[CH:13]=[CH:12][CH:11]=[CH:10]2)=[C:4]([OH:8])[CH:5]=[CH:6][CH:7]=1.O=[C:15]1[CH2:20][CH2:19][N:18](C(OC(C)(C)C)=O)[CH2:17][CH2:16]1.C(O)(C(F)(F)F)=O, predict the reaction product. The product is: [CH3:1][C:2]1[C:3]2[N:9]3[CH:13]=[CH:12][CH:11]=[C:10]3[C:15]3([CH2:20][CH2:19][NH:18][CH2:17][CH2:16]3)[O:8][C:4]=2[CH:5]=[CH:6][CH:7]=1. (2) Given the reactants [CH3:1][C:2]1([C:8]2[CH:13]=[CH:12][CH:11]=[CH:10][CH:9]=2)[C:5](=[O:6])[CH2:4][C:3]1=[O:7].[CH3:14][C:15]1[C:16]2[CH:31]=[CH:30][CH:29]=[CH:28][C:17]=2[S:18][C:19]=1[CH:20]([C:22]1[CH:27]=[CH:26][CH:25]=[CH:24][CH:23]=1)O, predict the reaction product. The product is: [OH:6][C:5]1[C:2]([CH3:1])([C:8]2[CH:13]=[CH:12][CH:11]=[CH:10][CH:9]=2)[C:3](=[O:7])[C:4]=1[CH:20]([C:19]1[S:18][C:17]2[CH:28]=[CH:29][CH:30]=[CH:31][C:16]=2[C:15]=1[CH3:14])[C:22]1[CH:23]=[CH:24][CH:25]=[CH:26][CH:27]=1. (3) Given the reactants [I-].[C:2]([O:6][C:7]([NH:9][CH:10]1[CH2:14][CH2:13][N:12]([C:15]([N:17]2[CH:21]=[CH:20][N+](C)=[CH:18]2)=[O:16])[CH2:11]1)=[O:8])([CH3:5])([CH3:4])[CH3:3].[F:23][C:24]([F:36])([F:35])[C:25]1[CH:26]=[N:27][C:28]2CCNC[C:33]=2[CH:34]=1.CCN(CC)CC, predict the reaction product. The product is: [C:2]([O:6][C:7](=[O:8])[NH:9][CH:10]1[CH2:14][CH2:13][N:12]([C:15]([N:17]2[CH2:18][CH2:33][C:28]3[N:27]=[CH:26][C:25]([C:24]([F:36])([F:35])[F:23])=[CH:34][C:20]=3[CH2:21]2)=[O:16])[CH2:11]1)([CH3:3])([CH3:4])[CH3:5]. (4) Given the reactants CO.[H-].[Na+].Cl[C:6]1[N:10]([CH3:11])[N:9]=[C:8]([C:12]2[CH:17]=[CH:16][C:15]([O:18][CH:19]([CH3:21])[CH3:20])=[C:14]([CH3:22])[CH:13]=2)[C:7]=1[CH:23]=[O:24].[O:25]1CCC[CH2:26]1, predict the reaction product. The product is: [CH:23]([C:7]1[C:8]([C:12]2[CH:17]=[CH:16][C:15]([O:18][CH:19]([CH3:21])[CH3:20])=[C:14]([CH3:22])[CH:13]=2)=[N:9][N:10]([CH3:11])[C:6]=1[O:25][CH3:26])=[O:24]. (5) Given the reactants [NH2:1][C:2]1[CH:3]=[C:4]2[C:8](=[CH:9][CH:10]=1)[N:7]([C:11]1[CH:19]=[CH:18][C:14]([C:15]([OH:17])=O)=[CH:13][CH:12]=1)[C:6]([CH3:20])=[CH:5]2.[CH:21]1([NH2:24])[CH2:23][CH2:22]1.[OH:25][CH:26]1[CH2:31][CH2:30][N:29]([C:32]2[CH:40]=[CH:39][C:35]([C:36](O)=[O:37])=[CH:34][CH:33]=2)[CH2:28][CH2:27]1, predict the reaction product. The product is: [OH:25][CH:26]1[CH2:27][CH2:28][N:29]([C:32]2[CH:40]=[CH:39][C:35]([C:36]([NH:1][C:2]3[CH:3]=[C:4]4[C:8](=[CH:9][CH:10]=3)[N:7]([C:11]3[CH:19]=[CH:18][C:14]([C:15](=[O:17])[NH:24][CH:21]5[CH2:23][CH2:22]5)=[CH:13][CH:12]=3)[C:6]([CH3:20])=[CH:5]4)=[O:37])=[CH:34][CH:33]=2)[CH2:30][CH2:31]1.